From a dataset of Peptide-MHC class II binding affinity with 134,281 pairs from IEDB. Regression. Given a peptide amino acid sequence and an MHC pseudo amino acid sequence, predict their binding affinity value. This is MHC class II binding data. (1) The peptide sequence is MFAAFVISGKSTDMWIER. The MHC is DRB1_1101 with pseudo-sequence DRB1_1101. The binding affinity (normalized) is 0.452. (2) The peptide sequence is AVFEAALTKAITAMS. The MHC is HLA-DQA10501-DQB10301 with pseudo-sequence HLA-DQA10501-DQB10301. The binding affinity (normalized) is 0.452. (3) The peptide sequence is LTKKGNVWEVKSSKP. The MHC is HLA-DQA10401-DQB10402 with pseudo-sequence HLA-DQA10401-DQB10402. The binding affinity (normalized) is 0. (4) The peptide sequence is NGNELLLDLSLTKVN. The MHC is HLA-DQA10101-DQB10501 with pseudo-sequence HLA-DQA10101-DQB10501. The binding affinity (normalized) is 0.404. (5) The peptide sequence is ALYEKKLALYLLLAL. The MHC is HLA-DQA10601-DQB10402 with pseudo-sequence HLA-DQA10601-DQB10402. The binding affinity (normalized) is 0. (6) The peptide sequence is TKWDNSFLEI. The MHC is DRB5_0101 with pseudo-sequence DRB5_0101. The binding affinity (normalized) is 0.0638. (7) The peptide sequence is IKEKGKDKWIALKES. The MHC is DRB1_0701 with pseudo-sequence DRB1_0701. The binding affinity (normalized) is 0.0704. (8) The peptide sequence is DPEDSALLEDPA. The MHC is DRB1_1501 with pseudo-sequence DRB1_1501. The binding affinity (normalized) is 0.109. (9) The peptide sequence is KTSLYNLRRGTALAIPQCRLTPLSRL. The MHC is DRB1_0301 with pseudo-sequence DRB1_0301. The binding affinity (normalized) is 0.